Task: Predict the reactants needed to synthesize the given product.. Dataset: Full USPTO retrosynthesis dataset with 1.9M reactions from patents (1976-2016) Given the product [C:27](=[O:29])([O:28][CH:33]([N:20]1[C:19]2[CH:21]=[CH:22][CH:23]=[CH:24][C:18]=2[N:17]=[C:16]1[S:15][CH2:14][C:3]1[C:2]([CH3:1])=[C:7]([O:8][CH2:9][C:10]([F:12])([F:11])[F:13])[CH:6]=[CH:5][N:4]=1)[CH3:34])[O:30][CH:18]1[CH2:24][CH2:23][CH2:22][CH2:21][CH2:19]1, predict the reactants needed to synthesize it. The reactants are: [CH3:1][C:2]1[C:3]([CH2:14][S:15][C:16]2[NH:17][C:18]3[CH:24]=[CH:23][CH:22]=[CH:21][C:19]=3[N:20]=2)=[N:4][CH:5]=[CH:6][C:7]=1[O:8][CH2:9][C:10]([F:13])([F:12])[F:11].[I-].[Na+].[C:27](=[O:30])([O-:29])[O-:28].[K+].[K+].[C:33](#N)[CH3:34].